Dataset: Full USPTO retrosynthesis dataset with 1.9M reactions from patents (1976-2016). Task: Predict the reactants needed to synthesize the given product. Given the product [N:4]1([C:9]2[CH:10]=[CH:11][C:12]([C:15]3[CH:16]=[C:17]([C:20]([OH:22])=[O:21])[S:18][CH:19]=3)=[CH:13][CH:14]=2)[CH:8]=[CH:7][N:6]=[CH:5]1, predict the reactants needed to synthesize it. The reactants are: O.[OH-].[Li+].[N:4]1([C:9]2[CH:14]=[CH:13][C:12]([C:15]3[CH:16]=[C:17]([C:20]([O:22]C)=[O:21])[S:18][CH:19]=3)=[CH:11][CH:10]=2)[CH:8]=[CH:7][N:6]=[CH:5]1.Cl.